This data is from Full USPTO retrosynthesis dataset with 1.9M reactions from patents (1976-2016). The task is: Predict the reactants needed to synthesize the given product. (1) Given the product [NH2:8][C:4]1[N:5]=[CH:6][CH:7]=[C:2]([O:20][CH2:19][C:18]([F:22])([F:21])[F:17])[C:3]=1[CH:15]=[O:16], predict the reactants needed to synthesize it. The reactants are: Cl[C:2]1[CH:7]=[CH:6][N:5]=[C:4]([NH:8]C(=O)C(C)(C)C)[C:3]=1[CH:15]=[O:16].[F:17][C:18]([F:22])([F:21])[CH2:19][OH:20].C(=O)([O-])[O-].[K+].[K+].O. (2) Given the product [NH2:1][C:2]1[C:11]([F:23])=[C:10]([NH:13][C:14]2[CH:19]=[CH:18][C:17]([I:20])=[CH:16][C:15]=2[F:21])[C:5]([C:6]([O:8][CH3:9])=[O:7])=[CH:4][N:3]=1, predict the reactants needed to synthesize it. The reactants are: [NH2:1][C:2]1[C:11](Cl)=[C:10]([NH:13][C:14]2[CH:19]=[CH:18][C:17]([I:20])=[CH:16][C:15]=2[F:21])[C:5]([C:6]([O:8][CH3:9])=[O:7])=[CH:4][N:3]=1.[B-](F)(F)(F)[F:23].[B-](F)(F)(F)F.C1[N+]2(CCl)CC[N+](F)(CC2)C1. (3) Given the product [Br:1][C:2]1[CH:3]=[C:4]([S:8][C:9]2[N:13]([C:14]3[CH:19]=[C:18]([F:20])[CH:17]=[CH:16][C:15]=3[F:21])[N:12]=[C:11]([C:22]([NH:28][CH3:27])=[O:24])[CH:10]=2)[CH:5]=[CH:6][CH:7]=1, predict the reactants needed to synthesize it. The reactants are: [Br:1][C:2]1[CH:3]=[C:4]([S:8][C:9]2[N:13]([C:14]3[CH:19]=[C:18]([F:20])[CH:17]=[CH:16][C:15]=3[F:21])[N:12]=[C:11]([C:22]([O:24]CC)=O)[CH:10]=2)[CH:5]=[CH:6][CH:7]=1.[CH3:27][NH2:28].CO.